From a dataset of CYP2C9 inhibition data for predicting drug metabolism from PubChem BioAssay. Regression/Classification. Given a drug SMILES string, predict its absorption, distribution, metabolism, or excretion properties. Task type varies by dataset: regression for continuous measurements (e.g., permeability, clearance, half-life) or binary classification for categorical outcomes (e.g., BBB penetration, CYP inhibition). Dataset: cyp2c9_veith. (1) The compound is Cc1ccc(N=Nc2c(N)[nH]n3c(=O)c4c(nc23)CCCC4)cc1. The result is 1 (inhibitor). (2) The result is 0 (non-inhibitor). The compound is C=CCNC(=S)NNC(=O)c1ccc2c(c1)OCO2. (3) The molecule is c1ccc(C[C@@H](c2ccccc2)N2CCCCC2)cc1. The result is 0 (non-inhibitor). (4) The molecule is Cc1ccnn1CC(=O)N/N=C/c1ccco1. The result is 0 (non-inhibitor). (5) The compound is COCCn1c(=O)c(-c2ccccc2)nc2cnc(N3CCN(C)CC3)nc21. The result is 0 (non-inhibitor).